This data is from Reaction yield outcomes from USPTO patents with 853,638 reactions. The task is: Predict the reaction yield, written as a fraction of the theoretical maximum amount of product (1.0 means a 100% yield; for example, 0.34 means a 34% yield). (1) The reactants are [CH3:1][CH:2]([N:4]1[C:12](/[CH:13]=[CH:14]/[C@H:15]([OH:24])[CH2:16][C@H:17]([OH:23])[CH2:18][C:19]([O:21]C)=[O:20])=[C:11]([C:25]2[CH:30]=[CH:29][C:28]([F:31])=[CH:27][CH:26]=2)[C:10]2[C:5]1=[CH:6][CH:7]=[CH:8][CH:9]=2)[CH3:3].[OH-].[Na+:33].C(#N)C. The catalyst is O.CO. The product is [CH3:3][CH:2]([N:4]1[C:12](/[CH:13]=[CH:14]/[CH:15]([OH:24])[CH2:16][CH:17]([OH:23])[CH2:18][C:19]([O-:21])=[O:20])=[C:11]([C:25]2[CH:26]=[CH:27][C:28]([F:31])=[CH:29][CH:30]=2)[C:10]2[CH:9]=[CH:8][CH:7]=[CH:6][C:5]1=2)[CH3:1].[Na+:33]. The yield is 0.730. (2) The reactants are C(OC(=O)[NH:7][CH2:8][CH2:9][C:10]1[CH:15]=[CH:14][C:13]([O:16][C:17]2[C:22]([C:23](=[O:25])[NH2:24])=[CH:21][CH:20]=[CH:19][N:18]=2)=[CH:12][CH:11]=1)(C)(C)C.C(O)(C(F)(F)F)=O. The catalyst is ClCCl. The product is [NH2:7][CH2:8][CH2:9][C:10]1[CH:11]=[CH:12][C:13]([O:16][C:17]2[N:18]=[CH:19][CH:20]=[CH:21][C:22]=2[C:23]([NH2:24])=[O:25])=[CH:14][CH:15]=1. The yield is 1.00.